Dataset: Reaction yield outcomes from USPTO patents with 853,638 reactions. Task: Predict the reaction yield, written as a fraction of the theoretical maximum amount of product (1.0 means a 100% yield; for example, 0.34 means a 34% yield). (1) The reactants are [S:1]1[C:5]2=[CH:6][N:7]=[N:8][CH:9]=[C:4]2[C:3]([C:10]2[O:19][C:13]3=[C:14]([NH2:18])[N:15]=[CH:16][CH:17]=[C:12]3[CH:11]=2)=[CH:2]1.[I:20]N1C(=O)CCC1=O. The catalyst is CN(C)C=O. The product is [I:20][C:17]1[CH:16]=[N:15][C:14]([NH2:18])=[C:13]2[O:19][C:10]([C:3]3[C:4]4[C:5](=[CH:6][N:7]=[N:8][CH:9]=4)[S:1][CH:2]=3)=[CH:11][C:12]=12. The yield is 0.880. (2) The reactants are Br[C:2]1[CH:3]=[CH:4][C:5]([N+:8]([O-:10])=[O:9])=[N:6][CH:7]=1.C(=O)([O-])[O-].[Cs+].[Cs+].[Cl:17][C:18]1[CH:23]=[C:22]([OH:24])[CH:21]=[CH:20][N:19]=1. The catalyst is CN(C=O)C.C(OCC)(=O)C. The product is [Cl:17][C:18]1[CH:23]=[C:22]([O:24][C:2]2[CH:7]=[N:6][C:5]([N+:8]([O-:10])=[O:9])=[CH:4][CH:3]=2)[CH:21]=[CH:20][N:19]=1. The yield is 0.440. (3) The catalyst is C1(C)C=CC=CC=1.C(OCC)(=O)C.C1C=CC(P(C2C=CC=CC=2)[C-]2C=CC=C2)=CC=1.C1C=CC(P(C2C=CC=CC=2)[C-]2C=CC=C2)=CC=1.Cl[Pd]Cl.[Fe+2]. The reactants are Br[C:2]1[C:3]([CH3:27])=[N:4][N:5]([C:20]2[CH:25]=[CH:24][CH:23]=[CH:22][C:21]=2C)[C:6]=1[NH:7][C:8]1[CH:17]=[CH:16][C:15]([O:18][CH3:19])=[CH:14][C:9]=1[C:10]([O:12]C)=[O:11].[CH2:28](O)[CH3:29].[C:31]([O-:34])(O)=O.[Na+]. The product is [CH3:19][O:18][C:15]1[CH:16]=[CH:17][C:8]([NH:7][C:6]2[N:5]([C:20]3[CH:25]=[CH:24][CH:23]=[CH:22][C:21]=3[O:34][CH3:31])[N:4]=[C:3]([CH3:27])[C:2]=2[C:28]2[CH:29]=[N:4][N:5]([CH3:20])[CH:6]=2)=[C:9]([CH:14]=1)[C:10]([OH:12])=[O:11]. The yield is 0.210. (4) The reactants are [NH:1]1[CH2:5][CH2:4][C@H:3]([NH:6][C:7](=[O:13])[O:8][C:9]([CH3:12])([CH3:11])[CH3:10])[CH2:2]1.[F:14][C:15]1[N:20]=[CH:19][C:18]([C:21](=O)[CH3:22])=[CH:17][CH:16]=1.[BH4-].[Na+].[NH4+]. The catalyst is C1COCC1.C(O[Ti](OC(C)C)(OC(C)C)OC(C)C)(C)C.C(OCC)(=O)C.O.C(O)C. The product is [F:14][C:15]1[N:20]=[CH:19][C:18]([CH:21]([N:1]2[CH2:5][CH2:4][C@H:3]([NH:6][C:7](=[O:13])[O:8][C:9]([CH3:10])([CH3:12])[CH3:11])[CH2:2]2)[CH3:22])=[CH:17][CH:16]=1. The yield is 0.440. (5) The catalyst is CC(O)=O.CCOC(C)=O.[Pd]. The yield is 0.790. The reactants are [CH3:1][O:2][C:3](=[O:16])[C:4]1[CH:9]=[CH:8][C:7]([S:10][C:11]#[N:12])=[C:6]([N+:13]([O-])=O)[CH:5]=1. The product is [CH3:1][O:2][C:3]([C:4]1[CH:9]=[CH:8][C:7]2[S:10][C:11]([NH2:12])=[N:13][C:6]=2[CH:5]=1)=[O:16]. (6) The reactants are [OH:1][N:2]=[C:3]([C:10]1[N:14]([CH3:15])[CH:13]=[N:12][CH:11]=1)[C:4]1[CH:9]=[CH:8][CH:7]=[CH:6][CH:5]=1.Br[CH2:17][C:18]1[N:23]=[C:22]([N:24]2[C:32](=[O:33])[C:31]3[C:26](=[CH:27][CH:28]=[CH:29][CH:30]=3)[C:25]2=[O:34])[CH:21]=[CH:20][CH:19]=1.C(=O)([O-])[O-].[Cs+].[Cs+].[I-].[K+]. The catalyst is C(#N)C. The product is [CH3:15][N:14]1[C:10]([C:3](=[N:2][O:1][CH2:17][C:18]2[N:23]=[C:22]([N:24]3[C:25](=[O:34])[C:26]4[C:31](=[CH:30][CH:29]=[CH:28][CH:27]=4)[C:32]3=[O:33])[CH:21]=[CH:20][CH:19]=2)[C:4]2[CH:5]=[CH:6][CH:7]=[CH:8][CH:9]=2)=[CH:11][N:12]=[CH:13]1. The yield is 0.210. (7) The reactants are [CH3:1][O:2][C:3]([C:5]1[CH:9]=[CH:8][NH:7][CH:6]=1)=[O:4].[B:10]1([B:10]2[O:14][C:13]([CH3:16])([CH3:15])[C:12]([CH3:18])([CH3:17])[O:11]2)[O:14][C:13]([CH3:16])([CH3:15])[C:12]([CH3:18])([CH3:17])[O:11]1. The catalyst is C(C1C=CN=C(C2C=C(C(C)(C)C)C=CN=2)C=1)(C)(C)C.C1CCCCC1. The product is [CH3:17][C:12]1([CH3:18])[C:13]([CH3:16])([CH3:15])[O:14][B:10]([C:8]2[NH:7][CH:6]=[C:5]([C:3]([O:2][CH3:1])=[O:4])[CH:9]=2)[O:11]1. The yield is 0.700. (8) The product is [Br:16][C:9]1[C:8]2[CH:7]=[N:6][CH:5]=[CH:4][C:3]=2[C:2]([NH2:1])=[CH:11][CH:10]=1. The catalyst is C(OCC)(=O)C. The reactants are [NH2:1][C:2]1[CH:11]=[CH:10][CH:9]=[C:8]2[C:3]=1[CH:4]=[CH:5][N:6]=[CH:7]2.[Cl-].[Cl-].[Cl-].[Al+3].[Br:16]Br.[OH-].[Na+]. The yield is 0.350. (9) The reactants are [CH3:1][O:2][C:3](=[O:18])[CH2:4][C:5]1[C:14]([Cl:15])=[CH:13][CH:12]=[C:11]2[C:6]=1[CH:7]=[C:8]([CH2:16]Br)[CH:9]=[N:10]2.[CH3:19][NH:20][CH3:21].C(O)C. The catalyst is CN(C=O)C. The product is [CH3:1][O:2][C:3](=[O:18])[CH2:4][C:5]1[C:14]([Cl:15])=[CH:13][CH:12]=[C:11]2[C:6]=1[CH:7]=[C:8]([CH2:16][N:20]([CH3:21])[CH3:19])[CH:9]=[N:10]2. The yield is 0.950. (10) The reactants are [CH3:1][O:2][C:3]1[CH:4]=[C:5]([C:11]2[N:12]([NH2:30])[C:13]([S:16][CH2:17][C:18]([C:20]3[CH:29]=[CH:28][C:23]4[NH:24][C:25](=[O:27])[O:26][C:22]=4[CH:21]=3)=O)=[N:14][N:15]=2)[CH:6]=[CH:7][C:8]=1[O:9][CH3:10].ClCC(C1C=CC2NC(=O)OC=2C=1)=O.NN1C(C2C=CC(OC)=C(OC)C=2)=NN=C1S. The product is [O:27]=[C:25]1[NH:24][C:23]2[CH:28]=[CH:29][C:20]([C:18]3[CH2:17][S:16][C:13]4=[N:14][N:15]=[C:11]([C:5]5[CH:6]=[CH:7][C:8]([O:9][CH3:10])=[C:3]([O:2][CH3:1])[CH:4]=5)[N:12]4[N:30]=3)=[CH:21][C:22]=2[O:26]1. The yield is 0.130. No catalyst specified.